This data is from Full USPTO retrosynthesis dataset with 1.9M reactions from patents (1976-2016). The task is: Predict the reactants needed to synthesize the given product. (1) Given the product [CH2:1]([C@H:8]1[CH2:12][O:11][C:10](=[O:13])[N:9]1[C:14](=[O:19])[C@@H:15]([O:16][CH2:17][CH3:18])[C@@H:32]([C:31]1[CH:34]=[CH:35][C:28]([O:27][CH2:20][C:21]2[CH:26]=[CH:25][CH:24]=[CH:23][CH:22]=2)=[CH:29][C:30]=1[CH2:36][CH3:37])[OH:33])[C:2]1[CH:3]=[CH:4][CH:5]=[CH:6][CH:7]=1, predict the reactants needed to synthesize it. The reactants are: [CH2:1]([C@H:8]1[CH2:12][O:11][C:10](=[O:13])[N:9]1[C:14](=[O:19])[CH2:15][O:16][CH2:17][CH3:18])[C:2]1[CH:7]=[CH:6][CH:5]=[CH:4][CH:3]=1.[CH2:20]([O:27][C:28]1[CH:35]=[CH:34][C:31]([CH:32]=[O:33])=[C:30]([CH2:36][CH3:37])[CH:29]=1)[C:21]1[CH:26]=[CH:25][CH:24]=[CH:23][CH:22]=1.[O-]S(C(F)(F)F)(=O)=O.C([B+]CCCC)CCC. (2) Given the product [C:35]([O:25][C:11]1[CH:10]=[C:9]([NH:8][C:6]([O:5][C:1]([CH3:4])([CH3:2])[CH3:3])=[O:7])[CH:24]=[CH:23][C:12]=1[C:13]([O:15][CH2:16][C:17]1[CH:22]=[CH:21][CH:20]=[CH:19][CH:18]=1)=[O:14])(=[O:37])[CH3:36], predict the reactants needed to synthesize it. The reactants are: [C:1]([O:5][C:6]([NH:8][C:9]1[CH:24]=[CH:23][C:12]([C:13]([O:15][CH2:16][C:17]2[CH:22]=[CH:21][CH:20]=[CH:19][CH:18]=2)=[O:14])=[C:11]([OH:25])[CH:10]=1)=[O:7])([CH3:4])([CH3:3])[CH3:2].CCN(C(C)C)C(C)C.[C:35](Cl)(=[O:37])[CH3:36].O. (3) Given the product [CH3:1][C:2]1([CH3:34])[CH2:7][CH:6]([C:8]2[S:12][C:11]3[CH:13]=[CH:14][CH:15]=[C:16]([OH:17])[C:10]=3[CH:9]=2)[CH2:5][CH2:4][N:3]1[CH2:19][C@H:20]([OH:33])[CH2:21][O:22][C:23]1[C:28]2[CH:29]=[C:30]([CH3:32])[O:31][C:27]=2[CH:26]=[CH:25][CH:24]=1, predict the reactants needed to synthesize it. The reactants are: [CH3:1][C:2]1([CH3:34])[CH2:7][CH:6]([C:8]2[S:12][C:11]3[CH:13]=[CH:14][CH:15]=[C:16]([O:17]C)[C:10]=3[CH:9]=2)[CH2:5][CH2:4][N:3]1[CH2:19][C@H:20]([OH:33])[CH2:21][O:22][C:23]1[C:28]2[CH:29]=[C:30]([CH3:32])[O:31][C:27]=2[CH:26]=[CH:25][CH:24]=1.C([S-])C.[Na+]. (4) Given the product [Cl:40][C:41]1[N:46]=[C:45]([C:28]#[C:27][C:29]2[CH:34]=[CH:33][CH:32]=[CH:31][C:30]=2[CH2:35][C:36]([O:38][CH3:39])=[O:37])[C:44]([CH3:48])=[CH:43][N:42]=1, predict the reactants needed to synthesize it. The reactants are: C1C=CC(P(C2C=CC=CC=2)C2C=CC=CC=2)=CC=1.CCN(CC)CC.[C:27]([C:29]1[CH:34]=[CH:33][CH:32]=[CH:31][C:30]=1[CH2:35][C:36]([O:38][CH3:39])=[O:37])#[CH:28].[Cl:40][C:41]1[N:46]=[C:45](Cl)[C:44]([CH3:48])=[CH:43][N:42]=1. (5) The reactants are: [O:1]=[C:2]([CH2:8][CH3:9])[CH2:3][C:4]([O:6][CH3:7])=[O:5]. Given the product [OH:1][C@@H:2]([CH2:8][CH3:9])[CH2:3][C:4]([O:6][CH3:7])=[O:5], predict the reactants needed to synthesize it. (6) Given the product [Cl:15][C:14]1[CH:13]=[CH:12][CH:11]=[C:10]([Cl:16])[C:9]=1[C:4]1[C:3]([OH:2])=[CH:8][CH:7]=[CH:6][CH:5]=1, predict the reactants needed to synthesize it. The reactants are: C[O:2][C:3]1[C:4]([C:9]2[C:14]([Cl:15])=[CH:13][CH:12]=[CH:11][C:10]=2[Cl:16])=[CH:5][CH:6]=[CH:7][CH:8]=1.B(Br)(Br)Br. (7) Given the product [CH2:11]([C:10]([C:7]1[CH:8]=[CH:9][C:4]([C:3]([OH:31])=[O:2])=[C:5]([CH3:30])[CH:6]=1)([C:13]1[CH:18]=[CH:17][C:16]([C:19]#[C:20][C:21]([CH2:22][CH3:23])([OH:24])[CH2:25][CH3:26])=[C:15]([CH3:27])[CH:14]=1)[CH2:28][CH3:29])[CH3:12], predict the reactants needed to synthesize it. The reactants are: C[O:2][C:3](=[O:31])[C:4]1[CH:9]=[CH:8][C:7]([C:10]([CH2:28][CH3:29])([C:13]2[CH:18]=[CH:17][C:16]([C:19]#[C:20][C:21]([CH2:25][CH3:26])([OH:24])[CH2:22][CH3:23])=[C:15]([CH3:27])[CH:14]=2)[CH2:11][CH3:12])=[CH:6][C:5]=1[CH3:30].[OH-].[Li+]. (8) Given the product [C:7]1([CH2:6][C@H:4]([N:5]2[CH2:21][CH:20]=[CH:19][CH2:18]2)[C:3]([O:2][CH3:1])=[O:13])[CH:12]=[CH:11][CH:10]=[CH:9][CH:8]=1, predict the reactants needed to synthesize it. The reactants are: [CH3:1][O:2][C:3](=[O:13])[C@H:4]([CH2:6][C:7]1[CH:12]=[CH:11][CH:10]=[CH:9][CH:8]=1)[NH2:5].ClCCl.Cl[CH2:18]/[CH:19]=[CH:20]\[CH2:21]Cl. (9) Given the product [C:1]([O:5][CH:6]([C:11]1[C:16]([C:17]([F:19])([F:18])[F:20])=[CH:15][CH:14]=[C:13]([C:21]2[CH:22]=[CH:23][N:24]=[CH:25][CH:26]=2)[C:12]=1[C:27]1[CH:28]=[CH:29][C:30]2[O:35][CH2:34][CH2:33][CH2:32][C:31]=2[CH:36]=1)[C:7]([OH:9])=[O:8])([CH3:4])([CH3:2])[CH3:3], predict the reactants needed to synthesize it. The reactants are: [C:1]([O:5][CH:6]([C:11]1[C:16]([C:17]([F:20])([F:19])[F:18])=[CH:15][CH:14]=[C:13]([C:21]2[CH:26]=[CH:25][N:24]=[CH:23][CH:22]=2)[C:12]=1[C:27]1[CH:28]=[CH:29][C:30]2[O:35][CH2:34][CH2:33][CH2:32][C:31]=2[CH:36]=1)[C:7]([O:9]C)=[O:8])([CH3:4])([CH3:3])[CH3:2].[OH-].[Li+]. (10) Given the product [S:38]([C:35]1[CH:36]=[CH:37][C:32]([CH3:42])=[CH:33][CH:34]=1)([OH:41])(=[O:40])=[O:39].[Br:1][C:2]1[CH:7]=[C:6]([CH:5]=[CH:4][C:3]=1[O:11][CH:22]1[CH2:21][CH2:20][N:19]([CH:12]2[CH2:29][CH2:26][CH2:27]2)[CH2:24][CH2:23]1)[NH2:8], predict the reactants needed to synthesize it. The reactants are: [Br:1][C:2]1[CH:7]=[C:6]([N+:8]([O-])=O)[CH:5]=[CH:4][C:3]=1[OH:11].[C:12]([N:19]1[CH2:24][CH2:23][CH:22](O)[CH2:21][CH2:20]1)(OC(C)(C)C)=O.[C:26]1(=O)[CH2:29]C[CH2:27]1.O.[C:32]1([CH3:42])[CH:37]=[CH:36][C:35]([S:38]([OH:41])(=[O:40])=[O:39])=[CH:34][CH:33]=1.